The task is: Predict which catalyst facilitates the given reaction.. This data is from Catalyst prediction with 721,799 reactions and 888 catalyst types from USPTO. Reactant: [CH2:1]([O:8][C:9]1[C:17]([F:18])=[CH:16][C:15]([Br:19])=[CH:14][C:10]=1[C:11](O)=[O:12])[C:2]1[CH:7]=[CH:6][CH:5]=[CH:4][CH:3]=1.[CH3:20][NH:21][CH3:22].CN1CCOCC1.CN(C(ON1N=NC2C=CC=NC1=2)=[N+](C)C)C.F[P-](F)(F)(F)(F)F. Product: [CH2:1]([O:8][C:9]1[C:17]([F:18])=[CH:16][C:15]([Br:19])=[CH:14][C:10]=1[C:11]([N:21]([CH3:22])[CH3:20])=[O:12])[C:2]1[CH:7]=[CH:6][CH:5]=[CH:4][CH:3]=1. The catalyst class is: 295.